Task: Predict the product of the given reaction.. Dataset: Forward reaction prediction with 1.9M reactions from USPTO patents (1976-2016) Given the reactants [CH2:1]([O:3][C:4]([C:6]1[C:11](=O)[N:10]2[N:13]=[CH:14][C:15]([C:16]3[CH:21]=[CH:20][CH:19]=[C:18]([Cl:22])[CH:17]=3)=[C:9]2[NH:8][CH:7]=1)=[O:5])[CH3:2].C(OC(C1C=C([Cl:34])N2N=CC=C2N=1)=O)C, predict the reaction product. The product is: [CH2:1]([O:3][C:4]([C:6]1[CH:7]=[N:8][C:9]2[N:10]([N:13]=[CH:14][C:15]=2[C:16]2[CH:21]=[CH:20][CH:19]=[C:18]([Cl:22])[CH:17]=2)[C:11]=1[Cl:34])=[O:5])[CH3:2].